Dataset: Full USPTO retrosynthesis dataset with 1.9M reactions from patents (1976-2016). Task: Predict the reactants needed to synthesize the given product. Given the product [F:1][C:2]1[C:3]([NH:17][CH2:18][OH:19])=[N:4][C:5]([O:8][CH2:9][C:10]2[CH:15]=[CH:14][C:13]([CH3:16])=[CH:12][CH:11]=2)=[N:6][CH:7]=1, predict the reactants needed to synthesize it. The reactants are: [F:1][C:2]1[C:3]([NH2:17])=[N:4][C:5]([O:8][CH2:9][C:10]2[CH:15]=[CH:14][C:13]([CH3:16])=[CH:12][CH:11]=2)=[N:6][CH:7]=1.[CH2:18]=[O:19].